This data is from Full USPTO retrosynthesis dataset with 1.9M reactions from patents (1976-2016). The task is: Predict the reactants needed to synthesize the given product. (1) The reactants are: [CH3:1][C:2]([CH3:5])([O-:4])[CH3:3].[K+].[CH2:7]([N:11]1[N:12]([CH3:34])[C:13]([C:30]([CH3:33])([CH3:32])[CH3:31])=[CH:14]/[C:15]/1=[N:16]\[C:17](=[O:29])[C:18]1[CH:23]=[C:22]([C:24]([F:27])([F:26])[F:25])[CH:21]=[CH:20][C:19]=1F)[CH2:8][CH2:9][CH3:10].CC[O:37]C(C)=O.CO. Given the product [CH2:7]([N:11]1[N:12]([CH3:34])[C:13]([C:30]([CH3:33])([CH3:32])[CH3:31])=[CH:14]/[C:15]/1=[N:16]\[C:17](=[O:29])[C:18]1[CH:23]=[C:22]([C:24]([F:27])([F:26])[F:25])[CH:21]=[CH:20][C:19]=1[O:37][CH2:1][C:2]([OH:4])([CH3:5])[CH3:3])[CH2:8][CH2:9][CH3:10], predict the reactants needed to synthesize it. (2) Given the product [C:11]([C:13]1[CH:14]=[C:15]([S:20]([NH2:23])(=[O:22])=[O:21])[CH:16]=[CH:17][C:18]=1[O:8][CH2:7][CH:4]1[CH2:5][CH2:6][O:1][CH2:2][CH2:3]1)#[N:12], predict the reactants needed to synthesize it. The reactants are: [O:1]1[CH2:6][CH2:5][CH:4]([CH2:7][OH:8])[CH2:3][CH2:2]1.[H-].[Na+].[C:11]([C:13]1[CH:14]=[C:15]([S:20]([NH2:23])(=[O:22])=[O:21])[CH:16]=[CH:17][C:18]=1F)#[N:12].Cl. (3) Given the product [Cl:31][C:24]1[C:25]([C:27]([O:29][CH3:30])=[O:28])=[CH:26][C:21]([C:7]2[CH:12]=[N:11][C:10]([C:13]([F:14])([F:15])[F:16])=[N:9][CH:8]=2)=[N:22][CH:23]=1, predict the reactants needed to synthesize it. The reactants are: CC1(C)OB([C:7]2[CH:8]=[N:9][C:10]([C:13]([F:16])([F:15])[F:14])=[N:11][CH:12]=2)OC1(C)C.Cl[C:21]1[CH:26]=[C:25]([C:27]([O:29][CH3:30])=[O:28])[C:24]([Cl:31])=[CH:23][N:22]=1.C(=O)([O-])[O-].[K+].[K+].O.